From a dataset of Forward reaction prediction with 1.9M reactions from USPTO patents (1976-2016). Predict the product of the given reaction. (1) Given the reactants C[O:2][C:3](=[O:28])[C:4]1[CH:9]=[CH:8][C:7]([NH:10][CH2:11][CH2:12][CH2:13][C:14]2[CH:19]=[CH:18][CH:17]=[CH:16][C:15]=2[S:20][CH2:21][C:22]2[CH:27]=[CH:26][CH:25]=[CH:24][CH:23]=2)=[N:6][CH:5]=1.[OH-].[K+], predict the reaction product. The product is: [CH2:21]([S:20][C:15]1[CH:16]=[CH:17][CH:18]=[CH:19][C:14]=1[CH2:13][CH2:12][CH2:11][NH:10][C:7]1[CH:8]=[CH:9][C:4]([C:3]([OH:28])=[O:2])=[CH:5][N:6]=1)[C:22]1[CH:23]=[CH:24][CH:25]=[CH:26][CH:27]=1. (2) Given the reactants [CH3:1][OH:2].CO.[CH3:5][N:6](P([N:13]([CH3:15])[CH3:14])(N(C)C)=O)[CH3:7], predict the reaction product. The product is: [CH3:5][N:6]([CH:1]=[O:2])[CH3:7].[CH3:14][N:13]([CH3:15])[CH:1]=[O:2]. (3) Given the reactants [CH:1]1([C@:4]2([OH:12])[CH2:8][CH2:7][NH:6][C@H:5]2[CH:9](C)C)CC1.[F:13][C:14]1[CH:21]=[C:20](F)[CH:19]=[CH:18][C:15]=1[C:16]#[N:17].[C:23](=O)([O-])[O-].[Li+].[Li+], predict the reaction product. The product is: [F:13][C:14]1[CH:21]=[C:20]([N:6]2[C@H:7]([CH3:23])[CH2:8][C@@:4]([OH:12])([CH3:1])[C@@H:5]2[CH3:9])[CH:19]=[CH:18][C:15]=1[C:16]#[N:17]. (4) Given the reactants CC([N:5]([CH:9]1[CH2:14][CH2:13][N:12]([C@H:15]2[CH2:20][CH2:19][C@H:18]([O:21][CH2:22][CH2:23][CH3:24])[CH2:17][CH2:16]2)[CH2:11][CH2:10]1)C(=O)[O-])(C)C.Cl.C(OCC)C.C(OCC)(=O)C.C([O-])([O-])=O.[Na+].[Na+], predict the reaction product. The product is: [CH2:22]([O:21][C@H:18]1[CH2:17][CH2:16][C@H:15]([N:12]2[CH2:11][CH2:10][CH:9]([NH2:5])[CH2:14][CH2:13]2)[CH2:20][CH2:19]1)[CH2:23][CH3:24]. (5) Given the reactants [Si:1]([O:8][CH:9]([CH2:20][O:21][C:22]1[CH:27]=[CH:26][CH:25]=[C:24]([C:28]2[N:33]=[C:32]3[N:34]([CH:37]([CH3:39])[CH3:38])[N:35]=[CH:36][C:31]3=[C:30](Cl)[CH:29]=2)[CH:23]=1)[CH2:10][N:11]([CH3:19])[C:12](=[O:18])[O:13][C:14]([CH3:17])([CH3:16])[CH3:15])([C:4]([CH3:7])([CH3:6])[CH3:5])([CH3:3])[CH3:2].[C:41](=[O:46])([O:43][CH2:44][CH3:45])[NH2:42].CC(C1C=C(C(C)C)C(C2C=CC=CC=2P(C2CCCCC2)C2CCCCC2)=C(C(C)C)C=1)C.C([O-])([O-])=O.[Cs+].[Cs+], predict the reaction product. The product is: [CH2:44]([O:43][C:41](=[O:46])[NH:42][C:30]1[CH:29]=[C:28]([C:24]2[CH:25]=[CH:26][CH:27]=[C:22]([O:21][CH2:20][CH:9]([O:8][Si:1]([C:4]([CH3:7])([CH3:6])[CH3:5])([CH3:3])[CH3:2])[CH2:10][N:11]([C:12]([O:13][C:14]([CH3:17])([CH3:16])[CH3:15])=[O:18])[CH3:19])[CH:23]=2)[N:33]=[C:32]2[N:34]([CH:37]([CH3:39])[CH3:38])[N:35]=[CH:36][C:31]=12)[CH3:45]. (6) Given the reactants [NH2:1][C:2]1[CH:16]=[CH:15][C:5]([O:6][C:7]2[CH:12]=[CH:11][N:10]=[C:9]([C:13]#[N:14])[CH:8]=2)=[CH:4][CH:3]=1.[N-:17]=[N+:18]=[N-:19].[Na+].[Cl-].[NH4+], predict the reaction product. The product is: [NH:17]1[C:13]([C:9]2[CH:8]=[C:7]([O:6][C:5]3[CH:15]=[CH:16][C:2]([NH2:1])=[CH:3][CH:4]=3)[CH:12]=[CH:11][N:10]=2)=[N:14][N:19]=[N:18]1. (7) Given the reactants C[O:2][C:3](=[O:32])[CH2:4][CH2:5][NH:6][C:7](=[O:31])[C:8]1[CH:13]=[CH:12][C:11]([CH:14]([NH:19][C:20]2[CH:21]=[N:22][C:23]3[C:28]([CH:29]=2)=[CH:27][CH:26]=[CH:25][C:24]=3C)[CH2:15][CH:16]([CH3:18])[CH3:17])=[CH:10][CH:9]=1.[OH-].[Na+].[CH2:35]1COCC1.CO, predict the reaction product. The product is: [CH3:17][CH:16]([CH3:18])[CH2:15][CH:14]([C:11]1[CH:12]=[CH:13][C:8]([C:7]([NH:6][CH2:5][CH2:4][C:3]([OH:2])=[O:32])=[O:31])=[CH:9][CH:10]=1)[NH:19][C:20]1[CH:21]=[N:22][C:23]2[C:28]([CH:29]=1)=[CH:27][CH:26]=[C:25]([CH3:35])[CH:24]=2. (8) Given the reactants Cl.[CH3:2][O:3][C:4]1[CH:5]=[C:6]([C:12]2[C:13]([CH3:25])([CH3:24])[C:14](=[O:23])[N:15]([CH:17]3[CH2:22][CH2:21][NH:20][CH2:19][CH2:18]3)[N:16]=2)[CH:7]=[CH:8][C:9]=1[O:10][CH3:11].[Cl:26][C:27]1[C:32]([Cl:33])=[CH:31][CH:30]=[CH:29][C:28]=1[S:34](Cl)(=[O:36])=[O:35], predict the reaction product. The product is: [Cl:26][C:27]1[C:32]([Cl:33])=[CH:31][CH:30]=[CH:29][C:28]=1[S:34]([N:20]1[CH2:21][CH2:22][CH:17]([N:15]2[C:14](=[O:23])[C:13]([CH3:25])([CH3:24])[C:12]([C:6]3[CH:7]=[CH:8][C:9]([O:10][CH3:11])=[C:4]([O:3][CH3:2])[CH:5]=3)=[N:16]2)[CH2:18][CH2:19]1)(=[O:36])=[O:35]. (9) Given the reactants [NH2:1][C@H:2]([C:4]([NH:6][C@H:7]([C:15]([OH:17])=[O:16])[CH2:8][C:9]1[CH:14]=[CH:13][CH:12]=[CH:11][CH:10]=1)=[O:5])[CH3:3].N1C=CC=CC=1.[C:24](OC(=O)C)(=[O:26])[CH3:25].O, predict the reaction product. The product is: [C:24]([NH:1][CH:2]([CH3:3])[C:4]([NH:6][C@H:7]([C:15]([OH:17])=[O:16])[CH2:8][C:9]1[CH:14]=[CH:13][CH:12]=[CH:11][CH:10]=1)=[O:5])(=[O:26])[CH3:25].